From a dataset of Forward reaction prediction with 1.9M reactions from USPTO patents (1976-2016). Predict the product of the given reaction. (1) Given the reactants [Cl:1][C:2]1[CH:3]=[C:4]([CH:13]=[CH:14][C:15]=1[Cl:16])[CH2:5][CH:6]([CH:11]=O)[C:7]([O:9]C)=O.[NH2:17][C:18]1[CH:26]=[CH:25][C:21]([C:22]([OH:24])=[O:23])=[CH:20][N:19]=1, predict the reaction product. The product is: [Cl:1][C:2]1[CH:3]=[C:4]([CH:13]=[CH:14][C:15]=1[Cl:16])[CH2:5][C:6]1[C:7](=[O:9])[N:19]2[CH:20]=[C:21]([C:22]([OH:24])=[O:23])[CH:25]=[CH:26][C:18]2=[N:17][CH:11]=1. (2) Given the reactants [C:1]1([CH:7]([C:30]2[CH:35]=[CH:34][CH:33]=[CH:32][CH:31]=2)[N:8]2[C:16]3[C:11](=[CH:12][CH:13]=[CH:14][CH:15]=3)[C:10]([OH:28])([C:17]3[C:26]([OH:27])=[CH:25][C:20]4[O:21][CH2:22][CH2:23][O:24][C:19]=4[CH:18]=3)[C:9]2=[O:29])[CH:6]=[CH:5][CH:4]=[CH:3][CH:2]=1.C(=O)([O-])[O-].[K+].[K+].[CH2:42](Cl)[C:43]1[CH:48]=[CH:47][CH:46]=[CH:45][CH:44]=1, predict the reaction product. The product is: [CH2:42]([O:27][C:26]1[C:17]([C:10]2([OH:28])[C:11]3[C:16](=[CH:15][CH:14]=[CH:13][CH:12]=3)[N:8]([CH:7]([C:1]3[CH:2]=[CH:3][CH:4]=[CH:5][CH:6]=3)[C:30]3[CH:31]=[CH:32][CH:33]=[CH:34][CH:35]=3)[C:9]2=[O:29])=[CH:18][C:19]2[O:24][CH2:23][CH2:22][O:21][C:20]=2[CH:25]=1)[C:43]1[CH:48]=[CH:47][CH:46]=[CH:45][CH:44]=1. (3) Given the reactants [CH:1]1[C:14]2[C:5](=[CH:6][C:7]3[C:12]([C:13]=2[C:15]2[NH:16][C:17]4[C:18]([N:31]=2)=[C:19]2[C:24](=[C:25]5[C:30]=4[CH:29]=[CH:28][CH:27]=[N:26]5)[N:23]=[CH:22][CH:21]=[CH:20]2)=[CH:11][CH:10]=[CH:9][CH:8]=3)[CH:4]=[CH:3][CH:2]=1.[H-].[Na+].I[CH3:35].CO, predict the reaction product. The product is: [CH3:35][N:31]1[C:18]2[C:17](=[C:30]3[C:25](=[C:24]4[C:19]=2[CH:20]=[CH:21][CH:22]=[N:23]4)[N:26]=[CH:27][CH:28]=[CH:29]3)[N:16]=[C:15]1[C:13]1[C:12]2[C:7]([CH:6]=[C:5]3[C:14]=1[CH:1]=[CH:2][CH:3]=[CH:4]3)=[CH:8][CH:9]=[CH:10][CH:11]=2. (4) Given the reactants CO/N=C(/C1OCCON=1)\C1C=CC=CC=1O.[C:18]([O:27][CH3:28])(=[O:26])[C:19]1[C:20](=[CH:22][CH:23]=[CH:24][CH:25]=1)[OH:21].Cl[CH2:30][C:31]([O:33][CH2:34][CH3:35])=[O:32].C(=O)([O-])[O-].[K+].[K+], predict the reaction product. The product is: [CH2:34]([O:33][C:31](=[O:32])[CH2:30][O:21][C:20]1[CH:22]=[CH:23][CH:24]=[CH:25][C:19]=1[C:18]([O:27][CH3:28])=[O:26])[CH3:35]. (5) The product is: [NH2:7][CH2:8][C:9]([NH:12][C:13](=[O:48])[CH2:14][C:15]1[CH:20]=[CH:19][C:18]([Cl:21])=[C:17]([F:22])[C:16]=1[N:23]1[C:27]([C:28]2[CH:33]=[CH:32][C:31]([F:34])=[C:30]([Cl:35])[CH:29]=2)=[C:26]([C:36]2[O:37][C:38]([NH2:41])=[N:39][N:40]=2)[N:25]=[C:24]1[CH:42]1[CH2:43][CH2:44][CH2:45][CH2:46][CH2:47]1)([CH3:10])[CH3:11]. Given the reactants C(OC(=O)[NH:7][CH2:8][C:9]([NH:12][C:13](=[O:48])[CH2:14][C:15]1[CH:20]=[CH:19][C:18]([Cl:21])=[C:17]([F:22])[C:16]=1[N:23]1[C:27]([C:28]2[CH:33]=[CH:32][C:31]([F:34])=[C:30]([Cl:35])[CH:29]=2)=[C:26]([C:36]2[O:37][C:38]([NH2:41])=[N:39][N:40]=2)[N:25]=[C:24]1[CH:42]1[CH2:47][CH2:46][CH2:45][CH2:44][CH2:43]1)([CH3:11])[CH3:10])(C)(C)C.Cl, predict the reaction product. (6) Given the reactants C(N(CC)C(C)C)(C)C.[CH2:10]([N:17]([CH3:28])[C@H:18]([C:20]([C@:22]([CH3:27])([OH:26])[C:23]([OH:25])=O)=[O:21])[CH3:19])[C:11]1[CH:16]=[CH:15][CH:14]=[CH:13][CH:12]=1.[NH:29]1[CH2:34][CH2:33][CH2:32][CH2:31][CH2:30]1, predict the reaction product. The product is: [CH2:10]([N:17]([CH3:28])[C@H:18]([C:20]([C@:22]([CH3:27])([OH:26])[C:23]([N:29]1[CH2:34][CH2:33][CH2:32][CH2:31][CH2:30]1)=[O:25])=[O:21])[CH3:19])[C:11]1[CH:12]=[CH:13][CH:14]=[CH:15][CH:16]=1. (7) Given the reactants Cl[C:2]1[N:7]=[C:6]([NH:8][C@@H:9]2[C@@H:14]3[CH2:15][C@@H:11]([CH:12]=[CH:13]3)[C@@H:10]2[C:16]([NH2:18])=[O:17])[C:5]([Cl:19])=[CH:4][N:3]=1.[NH2:20][C:21]1[C:35]([O:36][CH3:37])=[CH:34][C:24]2[CH2:25][CH2:26][N:27]([CH2:30][C@@H:31]([OH:33])[CH3:32])[CH2:28][CH2:29][C:23]=2[CH:22]=1, predict the reaction product. The product is: [Cl:19][C:5]1[C:6]([NH:8][C@@H:9]2[C@@H:14]3[CH2:15][C@@H:11]([CH:12]=[CH:13]3)[C@@H:10]2[C:16]([NH2:18])=[O:17])=[N:7][C:2]([NH:20][C:21]2[C:35]([O:36][CH3:37])=[CH:34][C:24]3[CH2:25][CH2:26][N:27]([CH2:30][C@@H:31]([OH:33])[CH3:32])[CH2:28][CH2:29][C:23]=3[CH:22]=2)=[N:3][CH:4]=1.